This data is from Peptide-MHC class I binding affinity with 185,985 pairs from IEDB/IMGT. The task is: Regression. Given a peptide amino acid sequence and an MHC pseudo amino acid sequence, predict their binding affinity value. This is MHC class I binding data. (1) The MHC is HLA-B42:01 with pseudo-sequence HLA-B42:01. The binding affinity (normalized) is 0. The peptide sequence is RLRPGGKKK. (2) The peptide sequence is KTTYWWDGL. The MHC is HLA-A24:02 with pseudo-sequence HLA-A24:02. The binding affinity (normalized) is 0.0847. (3) The binding affinity (normalized) is 0.439. The MHC is H-2-Kb with pseudo-sequence H-2-Kb. The peptide sequence is KTFDHTLM. (4) The peptide sequence is STTSFYSL. The MHC is H-2-Kb with pseudo-sequence H-2-Kb. The binding affinity (normalized) is 0.788. (5) The peptide sequence is FNVRPQVPL. The MHC is H-2-Ld with pseudo-sequence H-2-Ld. The binding affinity (normalized) is 0.121. (6) The peptide sequence is YLHIHPFKI. The MHC is HLA-B27:03 with pseudo-sequence HLA-B27:03. The binding affinity (normalized) is 0.0847.